This data is from Forward reaction prediction with 1.9M reactions from USPTO patents (1976-2016). The task is: Predict the product of the given reaction. (1) Given the reactants [CH3:1][O:2][C:3](=[O:32])[CH2:4][O:5][C:6]1[CH:15]=[CH:14][C:13]([F:16])=[C:12]2[C:7]=1[C:8](=[O:31])[C:9]([CH2:19][C:20]1[CH:25]=[CH:24][C:23]([N:26]3[CH:30]=[CH:29][CH:28]=[N:27]3)=[CH:22][CH:21]=1)=[C:10]([CH2:17][CH3:18])[NH:11]2.CN(C)C=O.C(=O)([O-])[O-].[K+].[K+].Cl[C:45](OC(=O)C)([F:47])[F:46], predict the reaction product. The product is: [CH3:1][O:2][C:3](=[O:32])[CH2:4][O:5][C:6]1[CH:15]=[CH:14][C:13]([F:16])=[C:12]2[C:7]=1[C:8]([O:31][CH:45]([F:47])[F:46])=[C:9]([CH2:19][C:20]1[CH:25]=[CH:24][C:23]([N:26]3[CH:30]=[CH:29][CH:28]=[N:27]3)=[CH:22][CH:21]=1)[C:10]([CH2:17][CH3:18])=[N:11]2. (2) Given the reactants C([Sn](CCCC)(CCCC)[C:6]1[CH:11]=[CH:10][CH:9]=[CH:8][N:7]=1)CCC.FC(F)(F)S(O[C:26]1[C@@:30]2([CH3:46])[CH2:31][CH2:32][C@H:33]3[C@H:42]([C@@H:29]2[CH2:28][CH:27]=1)[CH2:41][CH:40]=[C:39]1[C@:34]3([CH3:45])[CH2:35][CH2:36][C:37](=[O:44])[N:38]1[CH3:43])(=O)=O, predict the reaction product. The product is: [CH3:43][N:38]1[C:39]2[C@@:34]([CH3:45])([C@H:33]3[CH2:32][CH2:31][C@@:30]4([CH3:46])[C@@H:29]([CH2:28][CH:27]=[C:26]4[C:6]4[CH:11]=[CH:10][CH:9]=[CH:8][N:7]=4)[C@@H:42]3[CH2:41][CH:40]=2)[CH2:35][CH2:36][C:37]1=[O:44]. (3) Given the reactants [S@:1]1(=[O:10])[N:5]2[CH2:6][CH2:7][CH2:8][CH2:9][CH:4]2[CH2:3][O:2]1.[O-:11]I(=O)(=O)=O.[Na+].O, predict the reaction product. The product is: [S:1]1(=[O:11])(=[O:10])[N:5]2[CH2:6][CH2:7][CH2:8][CH2:9][C@@H:4]2[CH2:3][O:2]1. (4) Given the reactants COC(C1C=C(NS(C2C=CC(C)=CC=2)(=O)=O)C2C(=C(OCC3C=CC=CC=3)C=CC=2)N=1)=O.[CH3:34][O:35][C:36]([C:38]1[CH:47]=[C:46]([O:48]CC2C=CC=CC=2)[C:45]2[C:40](=[CH:41][C:42]([NH:56][C:57](=[O:59])[CH3:58])=[CH:43][CH:44]=2)[N:39]=1)=[O:37], predict the reaction product. The product is: [CH3:34][O:35][C:36]([C:38]1[CH:47]=[C:46]([OH:48])[C:45]2[C:40](=[CH:41][C:42]([NH:56][C:57](=[O:59])[CH3:58])=[CH:43][CH:44]=2)[N:39]=1)=[O:37]. (5) Given the reactants [C:1]([C:4]1[N:5]=[C:6]2[C:12]3[CH:13]=[C:14]([C:18]#[C:19][C:20]([OH:23])([CH3:22])[CH3:21])[C:15]([F:17])=[CH:16][C:11]=3[O:10][CH2:9][CH2:8][N:7]2[C:24]=1[C:25](O)=[O:26])(=[O:3])[NH2:2].[CH3:28][O:29][C:30]([CH3:34])([CH3:33])[CH2:31][NH2:32], predict the reaction product. The product is: [F:17][C:15]1[C:14]([C:18]#[C:19][C:20]([OH:23])([CH3:21])[CH3:22])=[CH:13][C:12]2[C:6]3[N:7]([C:24]([C:25]([NH:32][CH2:31][C:30]([O:29][CH3:28])([CH3:34])[CH3:33])=[O:26])=[C:4]([C:1]([NH2:2])=[O:3])[N:5]=3)[CH2:8][CH2:9][O:10][C:11]=2[CH:16]=1. (6) Given the reactants [C:1]([CH2:3][C:4]([NH2:6])=[O:5])#[N:2].[C:7](O)(=O)[CH3:8].N1CC[CH2:14][CH2:13][CH2:12]1.C(O)(=O)C, predict the reaction product. The product is: [CH3:12][C:13]1[CH:14]=[C:3]([C:1]#[N:2])[C:4](=[O:5])[NH:6][C:7]=1[CH3:8]. (7) The product is: [C:1](/[C:3](=[C:11](\[O:10][CH3:9])/[CH3:12])/[C:4]([O:6][CH2:7][CH3:8])=[O:5])#[N:2]. Given the reactants [C:1]([CH2:3][C:4]([O:6][CH2:7][CH3:8])=[O:5])#[N:2].[CH3:9][O:10][C:11](OC)(OC)[CH3:12], predict the reaction product. (8) Given the reactants [CH:1]1(/[CH:6]=[C:7](\[C:16]2[CH:17]=[N:18][C:19]([S:22]([CH3:25])(=[O:24])=[O:23])=[CH:20][CH:21]=2)/[C:8]([NH:10][C:11]2[S:12][CH:13]=[CH:14][N:15]=2)=[O:9])[CH2:5][CH2:4][CH2:3][CH2:2]1.C([O-])=O.[NH4+], predict the reaction product. The product is: [CH:1]1([CH2:6][CH:7]([C:16]2[CH:17]=[N:18][C:19]([S:22]([CH3:25])(=[O:24])=[O:23])=[CH:20][CH:21]=2)[C:8]([NH:10][C:11]2[S:12][CH:13]=[CH:14][N:15]=2)=[O:9])[CH2:5][CH2:4][CH2:3][CH2:2]1.